From a dataset of Full USPTO retrosynthesis dataset with 1.9M reactions from patents (1976-2016). Predict the reactants needed to synthesize the given product. (1) Given the product [NH2:25][CH2:24][C:23]#[C:22][C:12]1[CH:13]=[C:14]([C:15]2[CH:20]=[CH:19][CH:18]=[CH:17][C:16]=2[CH3:21])[C:9]([C:8]([N:7]([CH2:6][C:5]2[CH:4]=[C:3]([C:2]([F:1])([F:45])[F:46])[CH:40]=[C:39]([C:41]([F:44])([F:42])[F:43])[CH:38]=2)[CH3:37])=[O:36])=[CH:10][N:11]=1, predict the reactants needed to synthesize it. The reactants are: [F:1][C:2]([F:46])([F:45])[C:3]1[CH:4]=[C:5]([CH:38]=[C:39]([C:41]([F:44])([F:43])[F:42])[CH:40]=1)[CH2:6][N:7]([CH3:37])[C:8](=[O:36])[C:9]1[C:14]([C:15]2[CH:20]=[CH:19][CH:18]=[CH:17][C:16]=2[CH3:21])=[CH:13][C:12]([C:22]#[C:23][CH2:24][N:25]2C(=O)C3C(=CC=CC=3)C2=O)=[N:11][CH:10]=1.O.NN. (2) Given the product [CH3:35][O:34][C:6]1[C:5]([O:4][CH2:3][CH2:2][N:45]2[CH2:46][CH2:47][N:42]([CH3:41])[CH2:43][CH2:44]2)=[CH:33][C:9]2[N:10]([C:13]3[S:17][C:16]([C:18]([NH2:20])=[O:19])=[C:15]([O:21][CH2:22][C:23]4[CH:28]=[CH:27][CH:26]=[CH:25][C:24]=4[C:29]([F:32])([F:31])[F:30])[CH:14]=3)[CH:11]=[N:12][C:8]=2[CH:7]=1, predict the reactants needed to synthesize it. The reactants are: Cl[CH2:2][CH2:3][O:4][C:5]1[C:6]([O:34][CH3:35])=[CH:7][C:8]2[N:12]=[CH:11][N:10]([C:13]3[S:17][C:16]([C:18]([NH2:20])=[O:19])=[C:15]([O:21][CH2:22][C:23]4[CH:28]=[CH:27][CH:26]=[CH:25][C:24]=4[C:29]([F:32])([F:31])[F:30])[CH:14]=3)[C:9]=2[CH:33]=1.C([O-])(O)=O.[Na+].[CH3:41][N:42]1[CH2:47][CH2:46][NH:45][CH2:44][CH2:43]1. (3) Given the product [C:10]1([C:2]2[CH:3]=[N:4][CH:5]=[C:6]([CH:9]=2)[CH:7]=[O:8])[CH:15]=[CH:14][CH:13]=[CH:12][CH:11]=1, predict the reactants needed to synthesize it. The reactants are: Br[C:2]1[CH:3]=[N:4][CH:5]=[C:6]([CH:9]=1)[CH:7]=[O:8].[C:10]1(B(O)O)[CH:15]=[CH:14][CH:13]=[CH:12][CH:11]=1.C([O-])([O-])=O.[Na+].[Na+].O. (4) Given the product [Br:24][C:4]1[N:5]([C:17]2[CH:22]=[CH:21][C:20]([F:23])=[CH:19][CH:18]=2)[C:6]([C:7]2[C:12]([F:13])=[CH:11][CH:10]=[C:9]([O:14][CH3:15])[C:8]=2[F:16])=[C:2]([Br:1])[N:3]=1, predict the reactants needed to synthesize it. The reactants are: [Br:1][C:2]1[N:3]=[CH:4][N:5]([C:17]2[CH:22]=[CH:21][C:20]([F:23])=[CH:19][CH:18]=2)[C:6]=1[C:7]1[C:12]([F:13])=[CH:11][CH:10]=[C:9]([O:14][CH3:15])[C:8]=1[F:16].[Br:24]N1C(=O)CCC1=O. (5) Given the product [F:46][C:28]([F:27])([F:47])[C:29]([NH:31][CH2:32][C:33]1[CH:38]=[CH:37][C:36]([F:39])=[C:35]([CH:40]2[CH2:45][CH2:44][N:43]([C:15]([C:7]3[C:6]4[C:10](=[C:2]([F:1])[CH:3]=[CH:4][C:5]=4[CH3:18])[N:9]([CH2:11][CH2:12][O:13][CH3:14])[CH:8]=3)=[O:17])[CH2:42][CH2:41]2)[CH:34]=1)=[O:30], predict the reactants needed to synthesize it. The reactants are: [F:1][C:2]1[CH:3]=[CH:4][C:5]([CH3:18])=[C:6]2[C:10]=1[N:9]([CH2:11][CH2:12][O:13][CH3:14])[CH:8]=[C:7]2[C:15]([OH:17])=O.CCN(CC)CC.Cl.[F:27][C:28]([F:47])([F:46])[C:29]([NH:31][CH2:32][C:33]1[CH:38]=[CH:37][C:36]([F:39])=[C:35]([CH:40]2[CH2:45][CH2:44][NH:43][CH2:42][CH2:41]2)[CH:34]=1)=[O:30].CCN=C=NCCCN(C)C. (6) Given the product [NH2:15][C:14]1[O:4][C:3]([C:2]([OH:1])([CH2:7][CH3:8])[C:9]([F:10])([F:11])[F:12])=[N:5][N:6]=1, predict the reactants needed to synthesize it. The reactants are: [OH:1][C:2]([C:9]([F:12])([F:11])[F:10])([CH2:7][CH3:8])[C:3]([NH:5][NH2:6])=[O:4].Br[C:14]#[N:15]. (7) Given the product [NH2:1][C:2]1[C:10]([Cl:11])=[CH:9][C:5]([C:6]([O:8][CH3:18])=[O:7])=[C:4]([O:12][CH3:13])[CH:3]=1, predict the reactants needed to synthesize it. The reactants are: [NH2:1][C:2]1[C:10]([Cl:11])=[CH:9][C:5]([C:6]([OH:8])=[O:7])=[C:4]([O:12][CH3:13])[CH:3]=1.S(Cl)(Cl)=O.[CH3:18]O.